This data is from Forward reaction prediction with 1.9M reactions from USPTO patents (1976-2016). The task is: Predict the product of the given reaction. (1) Given the reactants [Br:1][C:2]1[CH:7]=[CH:6][C:5]([S:8](Cl)(=[O:10])=[O:9])=[CH:4][CH:3]=1.[NH2:12][C:13]1[C:14]([CH3:20])=[N:15][N:16]([CH3:19])[C:17]=1[CH3:18], predict the reaction product. The product is: [Br:1][C:2]1[CH:7]=[CH:6][C:5]([S:8]([NH:12][C:13]2[C:14]([CH3:20])=[N:15][N:16]([CH3:19])[C:17]=2[CH3:18])(=[O:10])=[O:9])=[CH:4][CH:3]=1. (2) Given the reactants [H-].[Na+].[Cl:3][C:4]1[C:15]([Cl:16])=[CH:14][C:7]2[O:8][CH2:9][CH2:10][CH2:11][C:12](=[O:13])[C:6]=2[CH:5]=1.Cl.[CH3:18][O:19][C:20](=O)[O:21]C, predict the reaction product. The product is: [CH3:18][O:19][C:20]([CH:11]1[CH2:10][CH2:9][O:8][C:7]2[CH:14]=[C:15]([Cl:16])[C:4]([Cl:3])=[CH:5][C:6]=2[C:12]1=[O:13])=[O:21].